From a dataset of Catalyst prediction with 721,799 reactions and 888 catalyst types from USPTO. Predict which catalyst facilitates the given reaction. (1) Reactant: [H-].[Na+].[N:3]1([CH2:9][CH2:10][OH:11])[CH2:8][CH2:7][O:6][CH2:5][CH2:4]1.Cl[C:13]1[N:18]=[CH:17][C:16]([C:19]#[N:20])=[CH:15][CH:14]=1.C(=O)(O)[O-].[Na+]. Product: [N:3]1([CH2:9][CH2:10][O:11][C:13]2[N:18]=[CH:17][C:16]([C:19]#[N:20])=[CH:15][CH:14]=2)[CH2:8][CH2:7][O:6][CH2:5][CH2:4]1. The catalyst class is: 9. (2) Reactant: [C:1]([C:4]1[CH:5]=[C:6]([CH:11]=[C:12]([Br:14])[CH:13]=1)[C:7]([O:9]C)=[O:8])(=O)[CH3:2].[OH-].[K+].O.NN.Cl. Product: [Br:14][C:12]1[CH:11]=[C:6]([CH:5]=[C:4]([CH2:1][CH3:2])[CH:13]=1)[C:7]([OH:9])=[O:8]. The catalyst class is: 746. (3) Reactant: [Br:1][C:2]1[CH:18]=[N:17][CH:16]=[C:15](F)[C:3]=1[C:4]([NH:6][C:7](=[NH:14])[N:8]1[CH2:13][CH2:12][O:11][CH2:10][CH2:9]1)=[O:5].C(=O)([O-])[O-].[K+].[K+].O.C(O)(=O)C. Product: [Br:1][C:2]1[C:3]2[C:4](=[O:5])[NH:6][C:7]([N:8]3[CH2:13][CH2:12][O:11][CH2:10][CH2:9]3)=[N:14][C:15]=2[CH:16]=[N:17][CH:18]=1. The catalyst class is: 44. (4) Reactant: [C:1]([C:3]1[CH:4]=[C:5]([CH:46]=[CH:47][CH:48]=1)[CH2:6][N:7]([CH:25]1[CH2:30][CH2:29][N:28]([CH:31]([CH3:45])[CH2:32][CH2:33][NH:34][C:35]([C:37]2[C:38]([CH3:44])=[N:39][CH:40]=[N:41][C:42]=2[CH3:43])=[O:36])[CH2:27][CH2:26]1)[C:8]1[CH:13]=[CH:12][C:11]([O:14]C(C2C(C)=NC=NC=2C)=O)=[CH:10][CH:9]=1)#[N:2].[OH-].[Na+]. Product: [C:1]([C:3]1[CH:4]=[C:5]([CH:46]=[CH:47][CH:48]=1)[CH2:6][N:7]([C:8]1[CH:13]=[CH:12][C:11]([OH:14])=[CH:10][CH:9]=1)[CH:25]1[CH2:26][CH2:27][N:28]([CH:31]([CH3:45])[CH2:32][CH2:33][NH:34][C:35]([C:37]2[C:42]([CH3:43])=[N:41][CH:40]=[N:39][C:38]=2[CH3:44])=[O:36])[CH2:29][CH2:30]1)#[N:2]. The catalyst class is: 5.